Dataset: Forward reaction prediction with 1.9M reactions from USPTO patents (1976-2016). Task: Predict the product of the given reaction. (1) The product is: [CH3:34][O:33][C:12]1[CH:13]=[C:14]2[C:19](=[CH:20][C:11]=1[O:10][CH2:9][CH2:8][CH2:7][N:41]1[CH2:46][CH2:45][O:44][CH2:43][CH2:42]1)[N:18]=[CH:17][CH:16]=[C:15]2[O:21][C:22]1[C:23]([CH3:32])=[N:24][C:25]2[C:30]([CH:31]=1)=[CH:29][CH:28]=[CH:27][CH:26]=2. Given the reactants CN(C)C=O.Cl[CH2:7][CH2:8][CH2:9][O:10][C:11]1[CH:20]=[C:19]2[C:14]([C:15]([O:21][C:22]3[C:23]([CH3:32])=[N:24][C:25]4[C:30]([CH:31]=3)=[CH:29][CH:28]=[CH:27][CH:26]=4)=[CH:16][CH:17]=[N:18]2)=[CH:13][C:12]=1[O:33][CH3:34].C(=O)([O-])[O-].[K+].[K+].[NH:41]1[CH2:46][CH2:45][O:44][CH2:43][CH2:42]1, predict the reaction product. (2) The product is: [OH:44][C:24]1([C:9]2[C:8]([OH:11])=[CH:7][C:3]3[O:4][CH2:5][CH2:6][O:1][C:2]=3[CH:10]=2)[C:23]2[C:27](=[CH:28][CH:29]=[C:30]([O:31][CH3:32])[C:22]=2[O:21][CH3:20])[N:26]([CH2:33][C:34]2[O:35][C:36]([C:39]([F:41])([F:40])[F:42])=[CH:37][CH:38]=2)[C:25]1=[O:43]. Given the reactants [O:1]1[CH2:6][CH2:5][O:4][C:3]2[CH:7]=[C:8]([OH:11])[CH:9]=[CH:10][C:2]1=2.BrC1C=C(O)C=CC=1.[CH3:20][O:21][C:22]1[C:30]([O:31][CH3:32])=[CH:29][CH:28]=[C:27]2[C:23]=1[C:24](=[O:44])[C:25](=[O:43])[N:26]2[CH2:33][C:34]1[O:35][C:36]([C:39]([F:42])([F:41])[F:40])=[CH:37][CH:38]=1.FC(F)(F)C1OC(CN2C3C(=CC=CC=3)C(=O)C2=O)=CC=1, predict the reaction product. (3) Given the reactants [Cl:1][C:2]1[C:7]([CH2:8][O:9][CH:10]2[CH2:15][CH2:14][CH2:13][CH2:12][O:11]2)=[C:6](F)[CH:5]=[CH:4][N:3]=1.BrC1C=NC=C(Cl)C=1[CH2:24][O:25]C1CCCCO1.C([O-])([O-])=O.[Cs+].[Cs+], predict the reaction product. The product is: [Cl:1][C:2]1[C:7]([CH2:8][O:9][CH:10]2[CH2:15][CH2:14][CH2:13][CH2:12][O:11]2)=[C:6]([O:25][CH3:24])[CH:5]=[CH:4][N:3]=1. (4) Given the reactants I[C:2]1[N:7]2[N:8]=[C:9]([S:19][CH3:20])[C:10]([NH:11][C:12](=[O:18])[O:13][C:14]([CH3:17])([CH3:16])[CH3:15])=[C:6]2[CH:5]=[CH:4][CH:3]=1.[CH3:21][C:22]1[CH:27]=[C:26]([CH3:28])[C:25](OB(O)O)=[C:24]([O:33][CH3:34])[CH:23]=1.O.O.O.O.O.O.O.O.[OH-].[Ba+2].[OH-].C(OCC)(=O)C, predict the reaction product. The product is: [CH3:34][O:33][C:24]1[CH:25]=[C:26]([CH3:28])[CH:27]=[C:22]([CH3:21])[C:23]=1[C:2]1[N:7]2[N:8]=[C:9]([S:19][CH3:20])[C:10]([NH:11][C:12](=[O:18])[O:13][C:14]([CH3:17])([CH3:16])[CH3:15])=[C:6]2[CH:5]=[CH:4][CH:3]=1. (5) Given the reactants Cl[C:2]1[N:3]=[C:4]([CH2:12][OH:13])[CH:5]=[C:6]2[CH:10]([CH3:11])[CH2:9][O:8][C:7]=12.[OH-].[Na+], predict the reaction product. The product is: [CH3:11][CH:10]1[C:6]2[C:7](=[CH:2][N:3]=[C:4]([CH2:12][OH:13])[CH:5]=2)[O:8][CH2:9]1.